Dataset: Peptide-MHC class I binding affinity with 185,985 pairs from IEDB/IMGT. Task: Regression. Given a peptide amino acid sequence and an MHC pseudo amino acid sequence, predict their binding affinity value. This is MHC class I binding data. (1) The peptide sequence is REVFDYLLP. The MHC is HLA-B08:03 with pseudo-sequence HLA-B08:03. The binding affinity (normalized) is 0.0847. (2) The peptide sequence is AEAQMSIQL. The binding affinity (normalized) is 0.765. The MHC is HLA-B40:02 with pseudo-sequence HLA-B40:02. (3) The peptide sequence is ESAERLKAY. The MHC is HLA-A24:03 with pseudo-sequence HLA-A24:03. The binding affinity (normalized) is 0.0847. (4) The MHC is HLA-B07:02 with pseudo-sequence HLA-B07:02. The binding affinity (normalized) is 0.0551. The peptide sequence is HLAAQGMAY. (5) The peptide sequence is MAYGFFNNI. The MHC is HLA-A26:01 with pseudo-sequence HLA-A26:01. The binding affinity (normalized) is 0.0847. (6) The peptide sequence is CRDCKQHFK. The MHC is HLA-A11:01 with pseudo-sequence HLA-A11:01. The binding affinity (normalized) is 0.131. (7) The peptide sequence is MHCDFAFWV. The MHC is HLA-B57:01 with pseudo-sequence HLA-B57:01. The binding affinity (normalized) is 0.0847.